The task is: Predict the reaction yield, written as a fraction of the theoretical maximum amount of product (1.0 means a 100% yield; for example, 0.34 means a 34% yield).. This data is from Reaction yield outcomes from USPTO patents with 853,638 reactions. (1) The reactants are C([O:3][C:4](=O)[CH2:5][C:6]1[N:10]([CH3:11])[N:9]=[C:8]([C:12]2[CH:17]=[CH:16][CH:15]=[CH:14][N:13]=2)[C:7]=1[CH:18]([C:25]1[CH:34]=[CH:33][C:28]([C:29]([O:31]C)=[O:30])=[CH:27][C:26]=1[CH3:35])[CH2:19][CH2:20]C(OC)=O)C.C[Si]([N-][Si](C)(C)C)(C)C.[Li+].CC(O)=O.Cl. The catalyst is C1(C)C=CC=CC=1. The product is [CH3:35][C:26]1[CH:27]=[C:28]([CH:33]=[CH:34][C:25]=1[CH:18]1[C:7]2[C:8]([C:12]3[CH:17]=[CH:16][CH:15]=[CH:14][N:13]=3)=[N:9][N:10]([CH3:11])[C:6]=2[CH2:5][C:4](=[O:3])[CH2:20][CH2:19]1)[C:29]([OH:31])=[O:30]. The yield is 0.580. (2) The reactants are [CH3:1][O:2][C:3]1[CH:4]=[C:5]([C:12]2[CH:17]=[CH:16][C:15]([N:18]([CH3:40])[CH2:19][CH2:20][N:21]([C:23]3[CH:24]=[CH:25][C:26]([C:29]4[CH:34]=[C:33]([O:35][CH3:36])[C:32]([CH3:37])=[C:31]([O:38][CH3:39])[CH:30]=4)=[N:27][CH:28]=3)[CH3:22])=[CH:14][N:13]=2)[CH:6]=[C:7]([O:10][CH3:11])[C:8]=1[CH3:9].[CH3:41][S:42]([OH:45])(=[O:44])=[O:43]. The catalyst is CO. The product is [CH3:41][S:42]([OH:45])(=[O:44])=[O:43].[CH3:41][S:42]([OH:45])(=[O:44])=[O:43].[CH3:36][O:35][C:33]1[CH:34]=[C:29]([C:26]2[CH:25]=[CH:24][C:23]([N:21]([CH3:22])[CH2:20][CH2:19][N:18]([C:15]3[CH:16]=[CH:17][C:12]([C:5]4[CH:4]=[C:3]([O:2][CH3:1])[C:8]([CH3:9])=[C:7]([O:10][CH3:11])[CH:6]=4)=[N:13][CH:14]=3)[CH3:40])=[CH:28][N:27]=2)[CH:30]=[C:31]([O:38][CH3:39])[C:32]=1[CH3:37]. The yield is 0.440. (3) The reactants are [CH:1]1([C:4]([N:6]2[CH2:11][CH2:10][CH:9]([C:12]([O:14]CC)=[O:13])[CH2:8][CH2:7]2)=[O:5])[CH2:3][CH2:2]1.[OH-].[Na+]. The catalyst is C(O)C. The product is [CH:1]1([C:4]([N:6]2[CH2:7][CH2:8][CH:9]([C:12]([OH:14])=[O:13])[CH2:10][CH2:11]2)=[O:5])[CH2:2][CH2:3]1. The yield is 0.950. (4) The reactants are [OH:1][C:2]1[CH:10]=[CH:9][C:8]([CH3:11])=[CH:7][C:3]=1[C:4]([OH:6])=O.[NH2:12][C:13]1[CH:25]=[CH:24][C:16]([C:17]([NH:19][C:20]([CH3:23])([CH3:22])[CH3:21])=[O:18])=[CH:15][C:14]=1[Cl:26]. No catalyst specified. The product is [C:20]([NH:19][C:17]([C:16]1[CH:24]=[CH:25][C:13]([NH:12][C:4](=[O:6])[C:3]2[CH:7]=[C:8]([CH3:11])[CH:9]=[CH:10][C:2]=2[OH:1])=[C:14]([Cl:26])[CH:15]=1)=[O:18])([CH3:23])([CH3:21])[CH3:22]. The yield is 0.407. (5) The reactants are C[O:2][C:3]([C:5]1[S:6][CH:7]=[C:8]([CH3:13])[C:9]=1[NH:10][CH:11]=O)=O.C([O-])=O.[NH4+].C([NH2:20])=O. No catalyst specified. The product is [CH3:13][C:8]1[C:9]2[N:10]=[CH:11][NH:20][C:3](=[O:2])[C:5]=2[S:6][CH:7]=1. The yield is 0.720. (6) The reactants are CS([O:5][CH:6]1[CH:11]([CH3:12])[CH2:10][C:9]([C:13]2[CH:18]=[CH:17][N:16]=[CH:15][C:14]=2[N+:19]([O-:21])=[O:20])=[CH:8][CH:7]1[NH:22][C:23]([O:25][C:26]([CH3:29])([CH3:28])[CH3:27])=[O:24])(=O)=O.C(N(CC)CC)C.C[C:38]([O:41]C(OC(OC(C)(C)C)=O)=O)(C)C. The catalyst is N1C=CC=CC=1. The product is [CH3:12][CH:11]1[CH:6]2[CH:7]([N:22]([C:23]([O:25][C:26]([CH3:29])([CH3:28])[CH3:27])=[O:24])[C:38](=[O:41])[O:5]2)[CH:8]=[C:9]([C:13]2[CH:18]=[CH:17][N:16]=[CH:15][C:14]=2[N+:19]([O-:21])=[O:20])[CH2:10]1. The yield is 0.660. (7) The reactants are Br[C:2]1[CH:11]=[CH:10][C:5]([C:6]([O:8][CH3:9])=[O:7])=[C:4]([O:12][CH3:13])[CH:3]=1.[Cl:14][C:15]1[CH:20]=[CH:19][C:18](B(O)O)=[CH:17][CH:16]=1.[O-]P([O-])([O-])=O.[K+].[K+].[K+]. The catalyst is O1CCOCC1.CO.C1C=CC(P(C2C=CC=CC=2)[C-]2C=CC=C2)=CC=1.C1C=CC(P(C2C=CC=CC=2)[C-]2C=CC=C2)=CC=1.Cl[Pd]Cl.[Fe+2]. The product is [CH3:9][O:8][C:6]([C:5]1[CH:10]=[CH:11][C:2]([C:18]2[CH:19]=[CH:20][C:15]([Cl:14])=[CH:16][CH:17]=2)=[CH:3][C:4]=1[O:12][CH3:13])=[O:7]. The yield is 0.780.